This data is from hERG Central: cardiac toxicity at 1µM, 10µM, and general inhibition. The task is: Predict hERG channel inhibition at various concentrations. (1) The compound is C=CCc1ccc(OCC(O)CN2CCN(Cc3ccc(Cl)cc3)CC2)c(OC)c1.Cl. Results: hERG_inhib (hERG inhibition (general)): blocker. (2) The compound is c1ccc(-c2nc(NCc3ccco3)c3ccccc3n2)nc1. Results: hERG_inhib (hERG inhibition (general)): blocker. (3) The molecule is Cc1cc(-c2ccccc2)cc(-c2ccccc2)[n+]1CCc1ccccc1.[O-][Cl+3]([O-])([O-])[O-]. Results: hERG_inhib (hERG inhibition (general)): blocker. (4) The molecule is O=C(c1ccncc1)N1CCN(CCc2ccccc2)CC1. Results: hERG_inhib (hERG inhibition (general)): blocker.